Task: Binary Classification. Given a T-cell receptor sequence (or CDR3 region) and an epitope sequence, predict whether binding occurs between them.. Dataset: TCR-epitope binding with 47,182 pairs between 192 epitopes and 23,139 TCRs (1) The epitope is CLGGLLTMV. The TCR CDR3 sequence is CASSPSSSYEQYF. Result: 0 (the TCR does not bind to the epitope). (2) The epitope is TEILPVSMTK. The TCR CDR3 sequence is CASSQELVQGYGYTF. Result: 0 (the TCR does not bind to the epitope). (3) The epitope is KLPDDFTGCV. The TCR CDR3 sequence is CATFPAGHRSYEQYF. Result: 1 (the TCR binds to the epitope). (4) The epitope is QARQMVQAMRTIGTHP. The TCR CDR3 sequence is CASSLQGGAAGGYTF. Result: 0 (the TCR does not bind to the epitope). (5) Result: 0 (the TCR does not bind to the epitope). The TCR CDR3 sequence is CASSHGLAGGLDTQYF. The epitope is IPIQASLPF. (6) The epitope is NLWNTFTRL. The TCR CDR3 sequence is CASSLVLSTDTQYF. Result: 0 (the TCR does not bind to the epitope). (7) The epitope is KLSYGIATV. The TCR CDR3 sequence is CASSSDRGSTYNEQFF. Result: 1 (the TCR binds to the epitope).